This data is from Peptide-MHC class II binding affinity with 134,281 pairs from IEDB. The task is: Regression. Given a peptide amino acid sequence and an MHC pseudo amino acid sequence, predict their binding affinity value. This is MHC class II binding data. (1) The peptide sequence is KNIPQPVRALLEGFL. The MHC is DRB1_1201 with pseudo-sequence DRB1_1201. The binding affinity (normalized) is 0.680. (2) The peptide sequence is VGADEDDIKATYDKG. The MHC is HLA-DPA10103-DPB10401 with pseudo-sequence HLA-DPA10103-DPB10401. The binding affinity (normalized) is 0. (3) The peptide sequence is PDEYVEQVAQYKALP. The binding affinity (normalized) is 0.123. The MHC is HLA-DQA10101-DQB10501 with pseudo-sequence HLA-DQA10101-DQB10501. (4) The peptide sequence is AFKIAATAANAAPTN. The MHC is DRB1_1001 with pseudo-sequence DRB1_1001. The binding affinity (normalized) is 1.00.